From a dataset of Forward reaction prediction with 1.9M reactions from USPTO patents (1976-2016). Predict the product of the given reaction. (1) Given the reactants [CH3:1][NH:2][C:3](=[O:39])[C@@H:4]([OH:38])[CH:5]([NH:10][C:11](=[O:37])[C@@H:12]([NH:22][C:23](=[O:36])[C@@H:24]([NH:26][C:27](=[O:35])[CH2:28][N:29]1[CH2:34][CH2:33][O:32][CH2:31][CH2:30]1)[CH3:25])[CH2:13][C:14]1[CH:19]=[CH:18][C:17]([O:20][CH3:21])=[CH:16][CH:15]=1)[CH2:6][CH2:7][CH2:8][CH3:9].CC(OI1(OC(C)=O)(OC(C)=O)OC(=O)C2C=CC=CC1=2)=O, predict the reaction product. The product is: [CH3:1][NH:2][C:3](=[O:39])[C:4](=[O:38])[C@@H:5]([NH:10][C:11](=[O:37])[C@@H:12]([NH:22][C:23](=[O:36])[C@@H:24]([NH:26][C:27](=[O:35])[CH2:28][N:29]1[CH2:30][CH2:31][O:32][CH2:33][CH2:34]1)[CH3:25])[CH2:13][C:14]1[CH:15]=[CH:16][C:17]([O:20][CH3:21])=[CH:18][CH:19]=1)[CH2:6][CH2:7][CH2:8][CH3:9]. (2) The product is: [Cl:11][C:12]1[CH:13]=[C:14]([CH:19]2[C:28]3[C:23](=[CH:24][C:25]([C:2]4[CH:3]=[CH:4][C:5]5[N:6]([N:8]=[CH:9][N:10]=5)[CH:7]=4)=[CH:26][CH:27]=3)[C:22]([CH3:39])([CH3:38])[NH:21][CH2:20]2)[CH:15]=[CH:16][C:17]=1[Cl:18]. Given the reactants Br[C:2]1[CH:3]=[CH:4][C:5]2[N:6]([N:8]=[CH:9][N:10]=2)[CH:7]=1.[Cl:11][C:12]1[CH:13]=[C:14]([CH:19]2[C:28]3[C:23](=[CH:24][C:25](B4OC(C)(C)C(C)(C)O4)=[CH:26][CH:27]=3)[C:22]([CH3:39])([CH3:38])[NH:21][CH2:20]2)[CH:15]=[CH:16][C:17]=1[Cl:18].C(=O)([O-])[O-].[Cs+].[Cs+], predict the reaction product. (3) Given the reactants [Cl:1][C:2]1[CH:7]=[CH:6][C:5]([C:8]2[C:17]3[C:12](=[CH:13][C:14]([O:18][S:19]([C:22]([F:25])([F:24])[F:23])(=[O:21])=[O:20])=[CH:15][CH:16]=3)[CH:11]=[C:10]([CH3:26])[C:9]=2[C:27](=[O:33])[C:28]([O:30][CH2:31][CH3:32])=[O:29])=[CH:4][CH:3]=1.B1(C)OC(C2C=CC=CC=2)(C2C=CC=CC=2)[C@@H]2N1CCC2.[B]1OC2C(=CC=CC=2)O1.C([O-])([O-])=O.[Na+].[Na+], predict the reaction product. The product is: [Cl:1][C:2]1[CH:3]=[CH:4][C:5]([C:8]2[C:17]3[C:12](=[CH:13][C:14]([O:18][S:19]([C:22]([F:25])([F:24])[F:23])(=[O:21])=[O:20])=[CH:15][CH:16]=3)[CH:11]=[C:10]([CH3:26])[C:9]=2[C@H:27]([OH:33])[C:28]([O:30][CH2:31][CH3:32])=[O:29])=[CH:6][CH:7]=1.